The task is: Predict the reactants needed to synthesize the given product.. This data is from Full USPTO retrosynthesis dataset with 1.9M reactions from patents (1976-2016). Given the product [F:39][C:40]([F:48])([F:47])[CH2:41][CH2:42][S:43]([O:38][C:35]1[CH:34]=[CH:33][C:32]([N:10]2[C:11]([CH3:31])=[C:12]([C:14]([NH:16][C@H:17]3[CH2:22][CH2:21][CH2:20][CH2:19][C@H:18]3[NH:23][C:24]([O:25][C:26]([CH3:29])([CH3:28])[CH3:27])=[O:30])=[O:15])[N:13]=[C:9]2[C:3]2[CH:4]=[CH:5][C:6]([Cl:8])=[CH:7][C:2]=2[Cl:1])=[CH:37][CH:36]=1)(=[O:45])=[O:44], predict the reactants needed to synthesize it. The reactants are: [Cl:1][C:2]1[CH:7]=[C:6]([Cl:8])[CH:5]=[CH:4][C:3]=1[C:9]1[N:10]([C:32]2[CH:37]=[CH:36][C:35]([OH:38])=[CH:34][CH:33]=2)[C:11]([CH3:31])=[C:12]([C:14]([NH:16][C@H:17]2[CH2:22][CH2:21][CH2:20][CH2:19][C@H:18]2[NH:23][C:24](=[O:30])[O:25][C:26]([CH3:29])([CH3:28])[CH3:27])=[O:15])[N:13]=1.[F:39][C:40]([F:48])([F:47])[CH2:41][CH2:42][S:43](Cl)(=[O:45])=[O:44].